This data is from Catalyst prediction with 721,799 reactions and 888 catalyst types from USPTO. The task is: Predict which catalyst facilitates the given reaction. (1) Product: [CH2:25]([C:22]1[CH:21]=[CH:20][C:19]([N:11]2[CH:10]=[C:9]([OH:8])[C:14](=[O:15])[C:13]([CH:16]3[CH2:18][CH2:17]3)=[CH:12]2)=[CH:24][CH:23]=1)[CH2:26][CH2:27][CH3:28]. The catalyst class is: 43. Reactant: C([O:8][C:9]1[C:14](=[O:15])[C:13]([CH:16]2[CH2:18][CH2:17]2)=[CH:12][N:11]([C:19]2[CH:24]=[CH:23][C:22]([CH2:25][CH2:26][CH2:27][CH3:28])=[CH:21][CH:20]=2)[CH:10]=1)C1C=CC=CC=1.CC(O)=O. (2) Reactant: [F:1][C:2]1[CH:7]=[C:6]([I:8])[CH:5]=[CH:4][C:3]=1[NH:9][C:10]1[C:15]([C:16](O)=[O:17])=[CH:14][N:13]=[C:12]2[N:19]([CH2:22][C:23]3[CH:28]=[CH:27][C:26]([O:29][CH3:30])=[CH:25][CH:24]=3)[N:20]=[CH:21][C:11]=12.[CH:31]([O:33][CH2:34][CH2:35][O:36][NH2:37])=[CH2:32].C1C=CC2N(O)N=NC=2C=1.CCN=C=NCCCN(C)C.CCN(C(C)C)C(C)C. Product: [CH:31]([O:33][CH2:34][CH2:35][O:36][NH:37][C:16]([C:15]1[C:10]([NH:9][C:3]2[CH:4]=[CH:5][C:6]([I:8])=[CH:7][C:2]=2[F:1])=[C:11]2[CH:21]=[N:20][N:19]([CH2:22][C:23]3[CH:24]=[CH:25][C:26]([O:29][CH3:30])=[CH:27][CH:28]=3)[C:12]2=[N:13][CH:14]=1)=[O:17])=[CH2:32]. The catalyst class is: 3. (3) Reactant: [C:1]([O:5][C:6]([N:8]1[CH2:12][C@H:11]([CH2:13][C:14]2[CH:19]=[CH:18][CH:17]=[CH:16][CH:15]=2)[C@H:10]([CH2:20][NH:21][C:22]2[CH:27]=[CH:26][C:25]([Cl:28])=[CH:24][CH:23]=2)[CH2:9]1)=[O:7])([CH3:4])([CH3:3])[CH3:2].[N+:29]([C:32]1[CH:39]=[CH:38][CH:37]=[CH:36][C:33]=1[CH2:34]Cl)([O-:31])=[O:30].C(N(CC)CC)C.[I-].[Na+]. Product: [C:1]([O:5][C:6]([N:8]1[CH2:9][C@H:10]([CH2:20][N:21]([C:22]2[CH:23]=[CH:24][C:25]([Cl:28])=[CH:26][CH:27]=2)[CH2:34][C:33]2[CH:36]=[CH:37][CH:38]=[CH:39][C:32]=2[N+:29]([O-:31])=[O:30])[C@@H:11]([CH2:13][C:14]2[CH:19]=[CH:18][CH:17]=[CH:16][CH:15]=2)[CH2:12]1)=[O:7])([CH3:4])([CH3:2])[CH3:3]. The catalyst class is: 303. (4) Reactant: C([O:3][C:4](=[O:20])[C:5]1[C:10]([Cl:11])=[CH:9][CH:8]=[C:7]([NH:12][S:13]([CH2:16][CH2:17][CH3:18])(=[O:15])=[O:14])[C:6]=1[F:19])C.[OH-].[Li+].Cl. Product: [Cl:11][C:10]1[C:5]([C:4]([OH:20])=[O:3])=[C:6]([F:19])[C:7]([NH:12][S:13]([CH2:16][CH2:17][CH3:18])(=[O:14])=[O:15])=[CH:8][CH:9]=1. The catalyst class is: 30.